Dataset: Full USPTO retrosynthesis dataset with 1.9M reactions from patents (1976-2016). Task: Predict the reactants needed to synthesize the given product. (1) Given the product [F:23][C:24]1[CH:25]=[N:26][CH:27]=[C:28]([F:34])[C:29]=1[C:2]1[N:7]=[N:6][CH:5]=[C:4]([C:8]2[CH:9]=[CH:10][C:11]([F:22])=[C:12]([C:14]3[C:15]([C:20]#[N:21])=[CH:16][CH:17]=[CH:18][CH:19]=3)[CH:13]=2)[CH:3]=1, predict the reactants needed to synthesize it. The reactants are: Cl[C:2]1[N:7]=[N:6][CH:5]=[C:4]([C:8]2[CH:9]=[CH:10][C:11]([F:22])=[C:12]([C:14]3[C:15]([C:20]#[N:21])=[CH:16][CH:17]=[CH:18][CH:19]=3)[CH:13]=2)[CH:3]=1.[F:23][C:24]1[CH:25]=[N:26][CH:27]=[C:28]([F:34])[C:29]=1[Sn](C)(C)C. (2) Given the product [Br:30][C:26]1[CH:27]=[C:28]([CH3:29])[C:23]([CH:19]2[CH2:18][CH:17]([S:9][C:5]3[CH:6]=[CH:7][CH:8]=[C:3]([C:2]([F:1])([F:10])[F:11])[CH:4]=3)[CH2:22][CH2:21][O:20]2)=[N:24][CH:25]=1, predict the reactants needed to synthesize it. The reactants are: [F:1][C:2]([F:11])([F:10])[C:3]1[CH:4]=[C:5]([SH:9])[CH:6]=[CH:7][CH:8]=1.CS(O[CH:17]1[CH2:22][CH2:21][O:20][CH:19]([C:23]2[C:28]([CH3:29])=[CH:27][C:26]([Br:30])=[CH:25][N:24]=2)[CH2:18]1)(=O)=O.C([O-])([O-])=O.[K+].[K+]. (3) Given the product [CH2:53]([C@H:42]1[C:43]2[C:48](=[CH:47][C:46]([C:50](=[O:52])[NH:55][CH2:56][C:57]3[CH:58]=[CH:59][C:60]([S:63](=[O:65])(=[O:64])[NH:66][CH3:67])=[CH:61][CH:62]=3)=[CH:45][CH:44]=2)[CH2:49][N:41]1[C:39]([O:38][C:34]([CH3:35])([CH3:36])[CH3:37])=[O:40])[CH3:54], predict the reactants needed to synthesize it. The reactants are: C([C@H]1C2C(=CC(C(=O)NCC3C=CC(S(CC)(=O)=O)=CN=3)=CC=2)CN1C(OC(C)(C)C)=O)C.[C:34]([O:38][C:39]([N:41]1[CH2:49][C:48]2[C:43](=[CH:44][CH:45]=[C:46]([C:50]([OH:52])=O)[CH:47]=2)[C@@H:42]1[CH2:53][CH3:54])=[O:40])([CH3:37])([CH3:36])[CH3:35].[NH2:55][CH2:56][C:57]1[CH:62]=[CH:61][C:60]([S:63]([NH:66][CH3:67])(=[O:65])=[O:64])=[CH:59][CH:58]=1. (4) Given the product [CH2:17]([N:11]1[C:12]2[C:8](=[CH:7][CH:6]=[C:5]([CH2:3][OH:4])[C:13]=2[Cl:14])[CH:9]=[CH:10]1)[C:19]1[CH:27]=[CH:26][CH:22]=[CH:21][CH:20]=1, predict the reactants needed to synthesize it. The reactants are: CO[C:3]([C:5]1[C:13]([Cl:14])=[C:12]2[C:8]([CH:9]=[CH:10][NH:11]2)=[CH:7][CH:6]=1)=[O:4].CO[C:17]([C:19]1[C:27](C)=[C:26]2[C:22](C=CN2)=[CH:21][CH:20]=1)=O. (5) Given the product [Cl:13][C:14]1[CH:15]=[CH:16][CH:17]=[C:18]2[C:27]=1[C:21]1([CH2:22][CH2:23][N:24]([C:10](=[O:11])[CH2:9][CH2:8][C:3]3[CH:4]=[CH:5][CH:6]=[CH:7][C:2]=3[Cl:1])[CH2:25][CH2:26]1)[CH2:20][CH:19]2[CH2:28][C:29]([OH:31])=[O:30], predict the reactants needed to synthesize it. The reactants are: [Cl:1][C:2]1[CH:7]=[CH:6][CH:5]=[CH:4][C:3]=1[CH2:8][CH2:9][C:10](O)=[O:11].[Cl:13][C:14]1[CH:15]=[CH:16][CH:17]=[C:18]2[C:27]=1[C:21]1([CH2:26][CH2:25][NH:24][CH2:23][CH2:22]1)[CH2:20][CH:19]2[CH2:28][C:29]([O:31]CC)=[O:30]. (6) Given the product [Cl:1][C:2]1[CH:10]=[C:9]([CH:8]=[CH:7][C:3]=1[C:4]([N:31]1[CH2:32][CH2:33][CH2:34][CH:30]1[C:28]([O:27][CH3:26])=[O:29])=[O:5])[C:11]([NH:13][CH:14]([C:16]1[NH:20][C:19]2[CH:21]=[CH:22][C:23]([Cl:25])=[CH:24][C:18]=2[N:17]=1)[CH3:15])=[O:12], predict the reactants needed to synthesize it. The reactants are: [Cl:1][C:2]1[CH:10]=[C:9]([C:11]([NH:13][CH:14]([C:16]2[NH:20][C:19]3[CH:21]=[CH:22][C:23]([Cl:25])=[CH:24][C:18]=3[N:17]=2)[CH3:15])=[O:12])[CH:8]=[CH:7][C:3]=1[C:4](O)=[O:5].[CH3:26][O:27][C:28]([CH:30]1[CH2:34][CH2:33][CH2:32][NH:31]1)=[O:29].C(N(C(C)C)CC)(C)C.ClCl. (7) Given the product [Cl:20][C:16]1[C:15]([F:21])=[C:14]([N:11]2[C:12](=[O:13])[C:4]3[CH:3]=[C:2]([C:33]4[CH:34]=[CH:35][CH:36]=[CH:37][C:32]=4[O:31][CH3:30])[N:6]([CH:7]([CH3:8])[CH3:9])[C:5]=3[CH:10]2[C:22]2[CH:27]=[CH:26][C:25]([Cl:28])=[CH:24][C:23]=2[CH3:29])[CH:19]=[CH:18][CH:17]=1, predict the reactants needed to synthesize it. The reactants are: Br[C:2]1[N:6]([CH:7]([CH3:9])[CH3:8])[C:5]2[CH:10]([C:22]3[CH:27]=[CH:26][C:25]([Cl:28])=[CH:24][C:23]=3[CH3:29])[N:11]([C:14]3[CH:19]=[CH:18][CH:17]=[C:16]([Cl:20])[C:15]=3[F:21])[C:12](=[O:13])[C:4]=2[CH:3]=1.[CH3:30][O:31][C:32]1[CH:37]=[CH:36][CH:35]=[CH:34][C:33]=1B(O)O.[O-]P([O-])([O-])=O.[K+].[K+].[K+]. (8) Given the product [Br:10][CH:2]1[CH2:3][CH2:4][CH2:5][CH2:6][CH2:7][C:1]1=[O:8], predict the reactants needed to synthesize it. The reactants are: [C:1]1(=[O:8])[CH2:7][CH2:6][CH2:5][CH2:4][CH2:3][CH2:2]1.O.[Br:10]Br.C(=O)([O-])[O-].[K+].[K+].